This data is from Catalyst prediction with 721,799 reactions and 888 catalyst types from USPTO. The task is: Predict which catalyst facilitates the given reaction. Reactant: [CH:1]([C:4]1[CH:10]=[CH:9][C:7]([NH2:8])=[CH:6][CH:5]=1)([CH3:3])[CH3:2].C([O-])([O-])=O.[Ca+2].Br[CH2:17][C:18](Br)=[O:19].[CH3:21][O:22][C:23]1[CH:24]=[C:25]2[C:30](=[CH:31][C:32]=1[O:33][CH3:34])[N:29]=[CH:28][N:27]=[C:26]2[CH:35]1[CH2:40][CH2:39][NH:38][CH2:37][CH2:36]1. Product: [CH3:21][O:22][C:23]1[CH:24]=[C:25]2[C:30](=[CH:31][C:32]=1[O:33][CH3:34])[N:29]=[CH:28][N:27]=[C:26]2[CH:35]1[CH2:40][CH2:39][N:38]([CH2:17][C:18]([NH:8][C:7]2[CH:9]=[CH:10][C:4]([CH:1]([CH3:3])[CH3:2])=[CH:5][CH:6]=2)=[O:19])[CH2:37][CH2:36]1. The catalyst class is: 23.